From a dataset of Reaction yield outcomes from USPTO patents with 853,638 reactions. Predict the reaction yield, written as a fraction of the theoretical maximum amount of product (1.0 means a 100% yield; for example, 0.34 means a 34% yield). (1) The reactants are [CH3:1][N:2]1[C:7](=[O:8])[C:6]([NH:9][C:10]2[CH:19]=[C:13]3[CH2:14][N:15]([CH3:18])[CH2:16][CH2:17][N:12]3[N:11]=2)=[CH:5][C:4]([C:20]2[CH:27]=[N:26][CH:25]=[C:24]([N:28]3[CH2:40][CH2:39][N:31]4[C:32]5[CH2:33][CH2:34][CH2:35][CH2:36][C:37]=5[CH:38]=[C:30]4[C:29]3=[O:41])[C:21]=2[CH:22]=[O:23])=[CH:3]1.[BH4-].[Na+]. The catalyst is CO. The product is [OH:23][CH2:22][C:21]1[C:20]([C:4]2[CH:5]=[C:6]([NH:9][C:10]3[CH:19]=[C:13]4[CH2:14][N:15]([CH3:18])[CH2:16][CH2:17][N:12]4[N:11]=3)[C:7](=[O:8])[N:2]([CH3:1])[CH:3]=2)=[CH:27][N:26]=[CH:25][C:24]=1[N:28]1[CH2:40][CH2:39][N:31]2[C:32]3[CH2:33][CH2:34][CH2:35][CH2:36][C:37]=3[CH:38]=[C:30]2[C:29]1=[O:41]. The yield is 0.850. (2) The reactants are Cl[C:2]1[CH:7]=[C:6]([O:8][C:9]2[CH:10]=[CH:11][C:12]([N:16]3[C:20](=[O:21])[NH:19][C:18]([C:22]([CH2:25][CH3:26])([CH3:24])[CH3:23])=[N:17]3)=[N:13][C:14]=2[CH3:15])[CH:5]=[CH:4][N:3]=1.[CH3:27][N:28]1[CH:32]=[C:31](B2OC(C)(C)C(C)(C)O2)[CH:30]=[N:29]1.C([O-])([O-])=O.[K+].[K+].CCOC(C)=O. The catalyst is O1CCOCC1.O.CC#N.O.C1C=CC([P]([Pd]([P](C2C=CC=CC=2)(C2C=CC=CC=2)C2C=CC=CC=2)([P](C2C=CC=CC=2)(C2C=CC=CC=2)C2C=CC=CC=2)[P](C2C=CC=CC=2)(C2C=CC=CC=2)C2C=CC=CC=2)(C2C=CC=CC=2)C2C=CC=CC=2)=CC=1. The product is [CH3:15][C:14]1[N:13]=[C:12]([N:16]2[C:20](=[O:21])[NH:19][C:18]([C:22]([CH2:25][CH3:26])([CH3:24])[CH3:23])=[N:17]2)[CH:11]=[CH:10][C:9]=1[O:8][C:6]1[CH:5]=[CH:4][N:3]=[C:2]([C:31]2[CH:30]=[N:29][N:28]([CH3:27])[CH:32]=2)[CH:7]=1. The yield is 0.790.